This data is from Peptide-MHC class I binding affinity with 185,985 pairs from IEDB/IMGT. The task is: Regression. Given a peptide amino acid sequence and an MHC pseudo amino acid sequence, predict their binding affinity value. This is MHC class I binding data. (1) The peptide sequence is NHINVELML. The MHC is Mamu-A07 with pseudo-sequence Mamu-A07. The binding affinity (normalized) is 0.507. (2) The peptide sequence is ESDKGSSQS. The MHC is HLA-A26:01 with pseudo-sequence HLA-A26:01. The binding affinity (normalized) is 0.0847. (3) The peptide sequence is KAGQYVTIW. The MHC is HLA-B18:01 with pseudo-sequence HLA-B18:01. The binding affinity (normalized) is 0. (4) The peptide sequence is RLVDYRKSV. The MHC is HLA-A02:02 with pseudo-sequence HLA-A02:02. The binding affinity (normalized) is 0.546. (5) The peptide sequence is VYQILQPIL. The MHC is HLA-A02:06 with pseudo-sequence HLA-A02:06. The binding affinity (normalized) is 0.155. (6) The peptide sequence is RVRIERGPR. The MHC is HLA-A30:01 with pseudo-sequence HLA-A30:01. The binding affinity (normalized) is 0.332. (7) The peptide sequence is FRRRKRMGF. The MHC is HLA-A68:02 with pseudo-sequence HLA-A68:02. The binding affinity (normalized) is 0.0847. (8) The peptide sequence is TAIAKCNLDH. The MHC is HLA-A11:01 with pseudo-sequence HLA-A11:01. The binding affinity (normalized) is 0.